This data is from NCI-60 drug combinations with 297,098 pairs across 59 cell lines. The task is: Regression. Given two drug SMILES strings and cell line genomic features, predict the synergy score measuring deviation from expected non-interaction effect. (1) Cell line: DU-145. Synergy scores: CSS=39.4, Synergy_ZIP=-2.25, Synergy_Bliss=-2.74, Synergy_Loewe=-27.8, Synergy_HSA=-1.74. Drug 2: C1CN1C2=NC(=NC(=N2)N3CC3)N4CC4. Drug 1: CC1=C(C=C(C=C1)NC(=O)C2=CC=C(C=C2)CN3CCN(CC3)C)NC4=NC=CC(=N4)C5=CN=CC=C5. (2) Drug 1: CC1=C2C(C(=O)C3(C(CC4C(C3C(C(C2(C)C)(CC1OC(=O)C(C(C5=CC=CC=C5)NC(=O)OC(C)(C)C)O)O)OC(=O)C6=CC=CC=C6)(CO4)OC(=O)C)OC)C)OC. Drug 2: C1CN1P(=S)(N2CC2)N3CC3. Cell line: COLO 205. Synergy scores: CSS=56.9, Synergy_ZIP=0.0239, Synergy_Bliss=-0.200, Synergy_Loewe=-26.0, Synergy_HSA=2.03. (3) Drug 1: CC1=C(C(=CC=C1)Cl)NC(=O)C2=CN=C(S2)NC3=CC(=NC(=N3)C)N4CCN(CC4)CCO. Drug 2: C1CN(CCN1C(=O)CCBr)C(=O)CCBr. Cell line: HOP-92. Synergy scores: CSS=21.7, Synergy_ZIP=-7.68, Synergy_Bliss=-0.424, Synergy_Loewe=0.966, Synergy_HSA=1.89. (4) Drug 1: CN(C)N=NC1=C(NC=N1)C(=O)N. Drug 2: COCCOC1=C(C=C2C(=C1)C(=NC=N2)NC3=CC=CC(=C3)C#C)OCCOC.Cl. Cell line: SN12C. Synergy scores: CSS=1.38, Synergy_ZIP=7.63, Synergy_Bliss=-3.99, Synergy_Loewe=-7.20, Synergy_HSA=-4.51. (5) Drug 1: CC1=C(N=C(N=C1N)C(CC(=O)N)NCC(C(=O)N)N)C(=O)NC(C(C2=CN=CN2)OC3C(C(C(C(O3)CO)O)O)OC4C(C(C(C(O4)CO)O)OC(=O)N)O)C(=O)NC(C)C(C(C)C(=O)NC(C(C)O)C(=O)NCCC5=NC(=CS5)C6=NC(=CS6)C(=O)NCCC[S+](C)C)O. Drug 2: C1CCC(C(C1)N)N.C(=O)(C(=O)[O-])[O-].[Pt+4]. Cell line: M14. Synergy scores: CSS=32.0, Synergy_ZIP=-2.03, Synergy_Bliss=-0.678, Synergy_Loewe=4.48, Synergy_HSA=5.53. (6) Drug 1: C1=C(C(=O)NC(=O)N1)N(CCCl)CCCl. Drug 2: CS(=O)(=O)OCCCCOS(=O)(=O)C. Cell line: IGROV1. Synergy scores: CSS=36.4, Synergy_ZIP=3.88, Synergy_Bliss=5.95, Synergy_Loewe=1.86, Synergy_HSA=9.92. (7) Drug 1: C1CN1C2=NC(=NC(=N2)N3CC3)N4CC4. Drug 2: CC12CCC3C(C1CCC2O)C(CC4=C3C=CC(=C4)O)CCCCCCCCCS(=O)CCCC(C(F)(F)F)(F)F. Cell line: DU-145. Synergy scores: CSS=54.2, Synergy_ZIP=-1.15, Synergy_Bliss=-2.04, Synergy_Loewe=-18.9, Synergy_HSA=-0.327.